The task is: Predict the product of the given reaction.. This data is from Forward reaction prediction with 1.9M reactions from USPTO patents (1976-2016). (1) Given the reactants [H-].[Al+3].[Li+].[H-].[H-].[H-].[N:7]1([C:13]2[CH:18]=[CH:17][C:16]([CH2:19][C:20](OC)=[O:21])=[C:15]([CH3:24])[CH:14]=2)[CH2:12][CH2:11][CH2:10][CH2:9][CH2:8]1.O.[OH-].[Na+], predict the reaction product. The product is: [N:7]1([C:13]2[CH:18]=[CH:17][C:16]([CH2:19][CH2:20][OH:21])=[C:15]([CH3:24])[CH:14]=2)[CH2:12][CH2:11][CH2:10][CH2:9][CH2:8]1. (2) Given the reactants Cl[CH:2]1[C:7](=[O:8])[CH2:6][C:5]([CH2:14][CH2:15][C:16]2[CH:21]=[CH:20][C:19]([O:22][CH3:23])=[C:18]([Cl:24])[CH:17]=2)([CH:9]2[CH2:13][CH2:12][CH2:11][CH2:10]2)[O:4][C:3]1=[O:25].[CH3:26][N:27]1[C:31]([CH3:32])=[N:30][N:29]=[C:28]1[SH:33].O.OC1N=CN=C2C=1NC(S)=N2, predict the reaction product. The product is: [Cl:24][C:18]1[CH:17]=[C:16]([CH2:15][CH2:14][C:5]2([CH:9]3[CH2:13][CH2:12][CH2:11][CH2:10]3)[O:4][C:3](=[O:25])[C:2]([S:33][C:28]3[N:27]([CH3:26])[C:31]([CH3:32])=[N:30][N:29]=3)=[C:7]([OH:8])[CH2:6]2)[CH:21]=[CH:20][C:19]=1[O:22][CH3:23]. (3) Given the reactants [O:1]1[C:6]2[CH:7]=[CH:8][C:9]([CH:11]([N:15]3[CH2:20][CH2:19][N:18]([CH3:21])[CH2:17][CH2:16]3)[C:12]([OH:14])=O)=[CH:10][C:5]=2[O:4][CH2:3][CH2:2]1.CCN(C(C)C)C(C)C.CN(C(ON1N=NC2C=CC=CC1=2)=[N+](C)C)C.[B-](F)(F)(F)F.[F:53][C:54]([F:68])([F:67])[C:55]1[CH:56]=[C:57]([NH:65][NH2:66])[CH:58]=[C:59]([C:61]([F:64])([F:63])[F:62])[CH:60]=1, predict the reaction product. The product is: [F:53][C:54]([F:67])([F:68])[C:55]1[CH:56]=[C:57]([NH:65][NH:66][C:12](=[O:14])[CH:11]([C:9]2[CH:8]=[CH:7][C:6]3[O:1][CH2:2][CH2:3][O:4][C:5]=3[CH:10]=2)[N:15]2[CH2:20][CH2:19][N:18]([CH3:21])[CH2:17][CH2:16]2)[CH:58]=[C:59]([C:61]([F:64])([F:62])[F:63])[CH:60]=1. (4) Given the reactants [C:1]([C:3]1[CH:8]=[CH:7][N:6]2[N:9]=[CH:10][C:11]([C:12]3[N:20]=[C:19]4[C:15]([NH:16][C:17](=[O:26])[N:18]4[C@H:21]([CH3:25])[C:22](O)=[O:23])=[CH:14][N:13]=3)=[C:5]2[CH:4]=1)#[N:2], predict the reaction product. The product is: [OH:23][CH2:22][C@H:21]([N:18]1[C:17](=[O:26])[NH:16][C:15]2[C:19]1=[N:20][C:12]([C:11]1[CH:10]=[N:9][N:6]3[CH:7]=[CH:8][C:3]([C:1]#[N:2])=[CH:4][C:5]=13)=[N:13][CH:14]=2)[CH3:25]. (5) The product is: [CH3:1][C:2]1([CH2:13][N:14]2[C:18]3[CH:19]=[CH:20][CH:21]=[CH:22][C:17]=3[N:16]([CH:23]3[CH2:28][CH2:27][N:26]([C:38]([O:40][CH2:41][C:42]4[CH:47]=[CH:46][CH:45]=[CH:44][CH:43]=4)=[O:39])[CH2:25][CH2:24]3)[C:15]2=[O:29])[O:6][C:5]2=[N:7][C:8]([N+:10]([O-:12])=[O:11])=[CH:9][N:4]2[CH2:3]1. Given the reactants [CH3:1][C:2]1([CH2:13][N:14]2[C:18]3[CH:19]=[CH:20][CH:21]=[CH:22][C:17]=3[N:16]([CH:23]3[CH2:28][CH2:27][NH:26][CH2:25][CH2:24]3)[C:15]2=[O:29])[O:6][C:5]2=[N:7][C:8]([N+:10]([O-:12])=[O:11])=[CH:9][N:4]2[CH2:3]1.C(N(CC)CC)C.Cl[C:38]([O:40][CH2:41][C:42]1[CH:47]=[CH:46][CH:45]=[CH:44][CH:43]=1)=[O:39], predict the reaction product. (6) Given the reactants Br[C:2]1[CH:7]=[CH:6][C:5]([C:8]([N:10]2[CH2:15][CH2:14][N:13]([C:16]3[C:21]([CH3:22])=[CH:20][C:19]([CH3:23])=[CH:18][N:17]=3)[CH2:12][CH2:11]2)=[O:9])=[C:4]([F:24])[CH:3]=1.[S:25]1(=[O:32])(=[O:31])[CH2:30][CH2:29][CH2:28][CH2:27][NH:26]1, predict the reaction product. The product is: [CH3:22][C:21]1[C:16]([N:13]2[CH2:14][CH2:15][N:10]([C:8]([C:5]3[CH:6]=[CH:7][C:2]([N:26]4[CH2:27][CH2:28][CH2:29][CH2:30][S:25]4(=[O:32])=[O:31])=[CH:3][C:4]=3[F:24])=[O:9])[CH2:11][CH2:12]2)=[N:17][CH:18]=[C:19]([CH3:23])[CH:20]=1. (7) Given the reactants C(O[C:6]([N:8]1[CH2:12][C:11](=[N:13][O:14][CH2:15][CH3:16])[CH2:10][C@H:9]1[C:17]([OH:19])=O)=[O:7])(C)(C)C.[CH3:20][O:21][CH2:22]C(Cl)=O.[CH2:26]([N:28]1[C:40]2[CH:39]=[CH:38][C:37]([NH2:41])=[CH:36][C:35]=2[C:34]2[C:29]1=[CH:30][CH:31]=[CH:32][CH:33]=2)[CH3:27], predict the reaction product. The product is: [CH2:15]([O:14][N:13]=[C:11]1[CH2:12][N:8]([C:6](=[O:7])[CH2:22][O:21][CH3:20])[C@H:9]([C:17]([NH:41][C:37]2[CH:38]=[CH:39][C:40]3[N:28]([CH2:26][CH3:27])[C:29]4[C:34]([C:35]=3[CH:36]=2)=[CH:33][CH:32]=[CH:31][CH:30]=4)=[O:19])[CH2:10]1)[CH3:16]. (8) Given the reactants [OH-].[K+].C[O:4][C:5](=[O:33])[CH2:6][NH:7][C:8]1[CH:13]=[C:12]([C:14]2[C:26]3[C:25]([CH3:27])=[C:24]([CH3:28])[S:23][C:22]=3[C:21]([Br:29])=[C:20]3[C:15]=2[CH:16]=[CH:17][CH:18]=[CH:19]3)[CH:11]=[C:10]([Br:30])[C:9]=1[O:31][CH3:32], predict the reaction product. The product is: [Br:30][C:10]1[C:9]([O:31][CH3:32])=[C:8]([NH:7][CH2:6][C:5]([OH:33])=[O:4])[CH:13]=[C:12]([C:14]2[C:26]3[C:25]([CH3:27])=[C:24]([CH3:28])[S:23][C:22]=3[C:21]([Br:29])=[C:20]3[C:15]=2[CH:16]=[CH:17][CH:18]=[CH:19]3)[CH:11]=1. (9) The product is: [NH2:1][C:2]1[CH:3]=[C:4]([CH:12]=[CH:13][C:14]=1[CH:15]=[O:16])[O:5][CH2:6][CH2:7][CH2:8][C:9]([NH:62][CH2:61][CH2:60][NH:59][C:51]1[CH:52]=[CH:53][C:54]([N+:56]([O-:58])=[O:57])=[CH:55][C:50]=1[N+:47]([O-:49])=[O:48])=[O:11]. Given the reactants [NH2:1][C:2]1[CH:3]=[C:4]([CH:12]=[CH:13][C:14]=1[CH:15]=[O:16])[O:5][CH2:6][CH2:7][CH2:8][C:9]([O-:11])=O.[Li+].CN(C(ON1N=NC2C=CC=CC1=2)=[N+](C)C)C.F[P-](F)(F)(F)(F)F.CN(C=O)C.[N+:47]([C:50]1[CH:55]=[C:54]([N+:56]([O-:58])=[O:57])[CH:53]=[CH:52][C:51]=1[NH:59][CH2:60][CH2:61][NH2:62])([O-:49])=[O:48], predict the reaction product. (10) Given the reactants [CH3:1][O:2][CH2:3][CH:4]([CH3:35])[O:5][C:6]1[CH:7]=[C:8]([O:24][C:25]2[CH:26]=[N:27][C:28]([S:31]([CH3:34])(=[O:33])=[O:32])=[CH:29][CH:30]=2)[CH:9]=[C:10]2[C:14]=1[NH:13][C:12]([C:15]1[S:16][CH:17]([CH2:20][C:21](O)=[O:22])[CH2:18][N:19]=1)=[CH:11]2.Cl.C([N:39]=C=NCCCN(C)C)C.ON1C2C=CC=CC=2N=N1.[OH-].[NH4+], predict the reaction product. The product is: [CH3:1][O:2][CH2:3][CH:4]([CH3:35])[O:5][C:6]1[CH:7]=[C:8]([O:24][C:25]2[CH:26]=[N:27][C:28]([S:31]([CH3:34])(=[O:33])=[O:32])=[CH:29][CH:30]=2)[CH:9]=[C:10]2[C:14]=1[NH:13][C:12]([C:15]1[S:16][CH:17]([CH2:20][C:21]([NH2:39])=[O:22])[CH2:18][N:19]=1)=[CH:11]2.